Dataset: Full USPTO retrosynthesis dataset with 1.9M reactions from patents (1976-2016). Task: Predict the reactants needed to synthesize the given product. (1) Given the product [C:13]([Si:10]([CH3:12])([CH3:11])[O:9][CH:3]([CH2:4][CH2:5][CH2:6][CH2:7][CH3:8])[C:2]#[CH:1])([CH3:16])([CH3:15])[CH3:14], predict the reactants needed to synthesize it. The reactants are: [CH:1]#[C:2][CH:3]([OH:9])[CH2:4][CH2:5][CH2:6][CH2:7][CH3:8].[Si:10](Cl)([C:13]([CH3:16])([CH3:15])[CH3:14])([CH3:12])[CH3:11].N1C=CN=C1. (2) Given the product [CH2:22]([C:13]1([C:17]([O:19][CH2:20][CH3:21])=[O:18])[CH2:16][CH2:15][CH2:14]1)[C:23]1[CH:28]=[CH:27][CH:26]=[CH:25][CH:24]=1, predict the reactants needed to synthesize it. The reactants are: C(NC(C)C)(C)C.C([Li])CCC.[CH:13]1([C:17]([O:19][CH2:20][CH3:21])=[O:18])[CH2:16][CH2:15][CH2:14]1.[CH2:22](Br)[C:23]1[CH:28]=[CH:27][CH:26]=[CH:25][CH:24]=1. (3) Given the product [CH3:17][O:16][C:13](=[O:15])[CH2:14][C:32]1([OH:39])[C:33]2[C:38](=[CH:37][CH:36]=[CH:35][CH:34]=2)[C:28]2([CH2:29][CH2:30][N:25]([C:23]([O:22][C:18]([CH3:21])([CH3:20])[CH3:19])=[O:24])[CH2:26][CH2:27]2)[CH2:31]1, predict the reactants needed to synthesize it. The reactants are: C(NC(C)C)(C)C.C([Li])CCC.[C:13]([O:16][CH3:17])(=[O:15])[CH3:14].[C:18]([O:22][C:23]([N:25]1[CH2:30][CH2:29][C:28]2([C:38]3[C:33](=[CH:34][CH:35]=[CH:36][CH:37]=3)[C:32](=[O:39])[CH2:31]2)[CH2:27][CH2:26]1)=[O:24])([CH3:21])([CH3:20])[CH3:19]. (4) Given the product [I:35][C:4]1[CH:5]=[CH:6][C:1]([C:29]2[CH:34]=[CH:33][CH:32]=[CH:31][CH:30]=2)=[CH:2][CH:3]=1, predict the reactants needed to synthesize it. The reactants are: [C:1]1([C:29]2[CH:34]=[CH:33][CH:32]=[CH:31][CH:30]=2)[CH:6]=[CH:5][C:4](NC2C=CC3C(C4C=CC=CC=4)=C(C4C=CC=CC=4)OC=3C=2)=[CH:3][CH:2]=1.[I:35]C1C=CC=CC=1. (5) Given the product [CH3:20][N:18]1[CH:19]=[C:15]([N:14]2[C:5]3[C:4]4[CH:3]=[C:2]([C:32]5[CH:31]=[N:30][CH:29]=[C:28]([O:27][CH:24]([CH3:26])[CH3:25])[CH:33]=5)[CH:11]=[CH:10][C:9]=4[N:8]=[CH:7][C:6]=3[N:12]([CH3:23])[C:13]2=[O:22])[C:16]([CH3:21])=[N:17]1, predict the reactants needed to synthesize it. The reactants are: Br[C:2]1[CH:11]=[CH:10][C:9]2[N:8]=[CH:7][C:6]3[N:12]([CH3:23])[C:13](=[O:22])[N:14]([C:15]4[C:16]([CH3:21])=[N:17][N:18]([CH3:20])[CH:19]=4)[C:5]=3[C:4]=2[CH:3]=1.[CH:24]([O:27][C:28]1[CH:29]=[N:30][CH:31]=[C:32](B2OC(C)(C)C(C)(C)O2)[CH:33]=1)([CH3:26])[CH3:25]. (6) Given the product [CH3:1][O:2][C:3]1[CH:22]=[CH:21][C:6]([CH2:7][NH:8][C:9]([C:11]2[S:20][C:14]3[N:15]([CH3:19])[C:23](=[O:26])[N:17]([CH2:16][C:31]4[CH:36]=[CH:35][C:34]([S:37](=[O:39])(=[O:38])[NH2:40])=[CH:33][CH:32]=4)[C:18](=[O:41])[C:13]=3[CH:12]=2)=[O:10])=[CH:5][CH:4]=1, predict the reactants needed to synthesize it. The reactants are: [CH3:1][O:2][C:3]1[CH:22]=[CH:21][C:6]([CH2:7][NH:8][C:9]([C:11]2[S:20][C:14]3[N:15]([CH3:19])[CH2:16][NH:17][CH2:18][C:13]=3[CH:12]=2)=[O:10])=[CH:5][CH:4]=1.[C:23](=[O:26])([O-])[O-].[Cs+].[Cs+].BrC[C:31]1[CH:36]=[CH:35][C:34]([S:37]([NH2:40])(=[O:39])=[O:38])=[CH:33][CH:32]=1.[OH2:41]. (7) Given the product [F:1][C:2]1[CH:10]=[C:9]([F:11])[CH:8]=[CH:7][C:3]=1[C:4]([NH:13][CH3:12])=[O:5], predict the reactants needed to synthesize it. The reactants are: [F:1][C:2]1[CH:10]=[C:9]([F:11])[CH:8]=[CH:7][C:3]=1[C:4](Cl)=[O:5].[CH3:12][NH2:13]. (8) Given the product [O:10]=[C:2]1[N:3]([CH2:19][C:20]2[CH:21]=[CH:22][C:23]([C:24]([NH:26][C:27]3[CH:32]=[CH:31][CH:30]=[CH:29][N:28]=3)=[O:25])=[CH:33][CH:34]=2)[C:4]2[CH:9]=[CH:8][CH:7]=[CH:6][C:5]=2[O:1]1, predict the reactants needed to synthesize it. The reactants are: [O:1]1[C:5]2[CH:6]=[CH:7][CH:8]=[CH:9][C:4]=2[NH:3][C:2]1=[O:10].O1C=NN=C1C1C=CC=CC=1O[CH2:19][C:20]1[CH:34]=[CH:33][C:23]([C:24]([NH:26][C:27]2[CH:32]=[CH:31][CH:30]=[CH:29][N:28]=2)=[O:25])=[CH:22][CH:21]=1. (9) Given the product [Cl:1][C:2]1[CH:7]=[CH:6][C:5]([C:8]2[C:14]3[CH:15]=[C:16]([O:19][C:20]([F:21])([F:23])[F:22])[CH:17]=[CH:18][C:13]=3[N:12]3[C:24]([CH3:27])=[N:25][N:26]=[C:11]3[C@H:10]([CH2:28][C:29]([NH:34][CH2:32][CH3:33])=[O:31])[CH:9]=2)=[CH:4][CH:3]=1, predict the reactants needed to synthesize it. The reactants are: [Cl:1][C:2]1[CH:7]=[CH:6][C:5]([C:8]2[C:14]3[CH:15]=[C:16]([O:19][C:20]([F:23])([F:22])[F:21])[CH:17]=[CH:18][C:13]=3[N:12]3[C:24]([CH3:27])=[N:25][N:26]=[C:11]3[C@H:10]([CH2:28][C:29]([OH:31])=O)[CH:9]=2)=[CH:4][CH:3]=1.[CH2:32]([NH2:34])[CH3:33]. (10) The reactants are: [Br:1][C:2]1[CH:3]=[C:4]([CH2:8][N:9]2C(=O)C3C(=CC=CC=3)C2=O)[CH:5]=[N:6][CH:7]=1.O.NN. Given the product [Br:1][C:2]1[CH:3]=[C:4]([CH2:8][NH2:9])[CH:5]=[N:6][CH:7]=1, predict the reactants needed to synthesize it.